This data is from Full USPTO retrosynthesis dataset with 1.9M reactions from patents (1976-2016). The task is: Predict the reactants needed to synthesize the given product. The reactants are: [BH4-].[Na+].C(O[C:11]([NH:13][CH:14]([CH2:19][N:20]1[C:28]([C:29]2[CH:34]=[CH:33][CH:32]=[CH:31][CH:30]=2)=[C:27]2[C:22]([N:23]([CH3:38])[C:24](=[O:37])[N:25]([CH3:36])[C:26]2=[O:35])=[CH:21]1)[C:15](OC)=[O:16])=O)C1C=CC=CC=1.[Cl-:39].[Li+].[CH2:41]1[CH2:45][O:44][CH2:43][CH2:42]1. Given the product [Cl:39][C:45]1[O:44][C:43]([C@H:11]2[C:21]3=[C:22]4[C:27](=[C:28]([C:29]5[CH:30]=[CH:31][CH:32]=[CH:33][CH:34]=5)[N:20]3[CH2:19][C@H:14]([CH2:15][OH:16])[NH:13]2)[C:26](=[O:35])[N:25]([CH3:36])[C:24](=[O:37])[N:23]4[CH3:38])=[CH:42][CH:41]=1, predict the reactants needed to synthesize it.